From a dataset of Forward reaction prediction with 1.9M reactions from USPTO patents (1976-2016). Predict the product of the given reaction. Given the reactants [CH3:1][C:2]1[O:3][CH:4]=[CH:5][CH:6]=1.[CH2:7]([Li])CCC.CCCCCC.B(OC)(OC)OC.C(=O)([O-])[O-].[Na+].[Na+].BrC1[CH2:33][C:34]2[C:39]([CH:40]=1)=[C:38]([C:41]1[CH:46]=[CH:45][C:44]([C:47]([CH3:50])([CH3:49])[CH3:48])=[CH:43][CH:42]=1)[C:37]([CH3:51])=[C:36]([CH3:52])[CH:35]=2, predict the reaction product. The product is: [CH3:7][C:4]1[O:3][C:2]([C:1]2[CH2:52][C:36]3[C:37]([CH:51]=2)=[C:38]([C:41]2[CH:42]=[CH:43][C:44]([C:47]([CH3:49])([CH3:48])[CH3:50])=[CH:45][CH:46]=2)[C:39]([CH3:40])=[C:34]([CH3:33])[CH:35]=3)=[CH:6][CH:5]=1.